Dataset: Full USPTO retrosynthesis dataset with 1.9M reactions from patents (1976-2016). Task: Predict the reactants needed to synthesize the given product. Given the product [F:30][CH:2]([F:1])[C:3]1[N:7]([C:8]2[N:9]=[C:10]([N:20]3[CH2:21][CH2:22][N:23]([S:39]([CH3:38])(=[O:41])=[O:40])[CH2:24][CH2:25]3)[N:11]=[C:12]([N:14]3[CH2:19][CH2:18][O:17][CH2:16][CH2:15]3)[N:13]=2)[C:6]2[CH:26]=[CH:27][CH:28]=[CH:29][C:5]=2[N:4]=1, predict the reactants needed to synthesize it. The reactants are: [F:1][CH:2]([F:30])[C:3]1[N:7]([C:8]2[N:13]=[C:12]([N:14]3[CH2:19][CH2:18][O:17][CH2:16][CH2:15]3)[N:11]=[C:10]([N:20]3[CH2:25][CH2:24][NH:23][CH2:22][CH2:21]3)[N:9]=2)[C:6]2[CH:26]=[CH:27][CH:28]=[CH:29][C:5]=2[N:4]=1.CCN(CC)CC.[CH3:38][S:39](Cl)(=[O:41])=[O:40].O.